From a dataset of Reaction yield outcomes from USPTO patents with 853,638 reactions. Predict the reaction yield, written as a fraction of the theoretical maximum amount of product (1.0 means a 100% yield; for example, 0.34 means a 34% yield). (1) The reactants are [OH:1][C:2]1[CH:7]=[C:6]([OH:8])[CH:5]=[CH:4][C:3]=1[C:9](=[O:11])[CH3:10].C(=O)([O-])[O-].[K+].[K+].[CH2:18](Br)[C:19]1[CH:24]=[CH:23][CH:22]=[CH:21][CH:20]=1. The catalyst is CC(C)=O. The product is [CH2:18]([O:8][C:6]1[CH:5]=[CH:4][C:3]([C:9](=[O:11])[CH3:10])=[C:2]([OH:1])[CH:7]=1)[C:19]1[CH:24]=[CH:23][CH:22]=[CH:21][CH:20]=1. The yield is 0.850. (2) The reactants are [CH:1]([NH:4][C:5]([NH:7][NH:8][C:9]([C:11]1[CH:12]=[C:13]2[C:17](=[CH:18][CH:19]=1)[NH:16][CH:15]=[C:14]2[N+:20]([O-:22])=[O:21])=[O:10])=S)([CH3:3])[CH3:2].CCN=C=NCCCN(C)C.Cl. The catalyst is C1(C)C=CC=CC=1. The product is [CH:1]([NH:4][C:5]1[O:10][C:9]([C:11]2[CH:12]=[C:13]3[C:17](=[CH:18][CH:19]=2)[NH:16][CH:15]=[C:14]3[N+:20]([O-:22])=[O:21])=[N:8][N:7]=1)([CH3:3])[CH3:2]. The yield is 0.920. (3) The reactants are [NH2:1][C:2]1[CH:7]=[CH:6][C:5]([C:8]([F:11])([F:10])[F:9])=[CH:4][C:3]=1[C:12]#[N:13].C([O-])([O-])=O.[Na+].[Na+].Cl[C:21]([O:23][CH2:24][CH3:25])=[O:22]. No catalyst specified. The product is [C:12]([C:3]1[CH:4]=[C:5]([C:8]([F:9])([F:10])[F:11])[CH:6]=[CH:7][C:2]=1[NH:1][C:21](=[O:22])[O:23][CH2:24][CH3:25])#[N:13]. The yield is 0.980. (4) The yield is 0.0100. The reactants are Br[C:2]1[CH:7]=[CH:6][C:5]([C:8]2[O:12][N:11]=[C:10]([C:13]3[CH:14]=[CH:15][C:16]4[O:20][C:19]([C:21]5([NH:29][C:30](=[O:36])[O:31][C:32]([CH3:35])([CH3:34])[CH3:33])[CH2:26][O:25][C:24]([CH3:28])([CH3:27])[O:23][CH2:22]5)=[CH:18][C:17]=4[CH:37]=3)[N:9]=2)=[CH:4][C:3]=1[Cl:38].[S:39]1[CH:43]=[CH:42][C:41](B(O)O)=[CH:40]1.C([O-])(O)=O.[Na+]. The catalyst is O1CCOCC1.O.C1C=CC([P]([Pd]([P](C2C=CC=CC=2)(C2C=CC=CC=2)C2C=CC=CC=2)([P](C2C=CC=CC=2)(C2C=CC=CC=2)C2C=CC=CC=2)[P](C2C=CC=CC=2)(C2C=CC=CC=2)C2C=CC=CC=2)(C2C=CC=CC=2)C2C=CC=CC=2)=CC=1. The product is [Cl:38][C:3]1[CH:4]=[C:5]([C:8]2[O:12][N:11]=[C:10]([C:13]3[CH:14]=[CH:15][C:16]4[O:20][C:19]([C:21]5([NH:29][C:30](=[O:36])[O:31][C:32]([CH3:35])([CH3:34])[CH3:33])[CH2:26][O:25][C:24]([CH3:28])([CH3:27])[O:23][CH2:22]5)=[CH:18][C:17]=4[CH:37]=3)[N:9]=2)[CH:6]=[CH:7][C:2]=1[C:41]1[CH:42]=[CH:43][S:39][CH:40]=1.